This data is from Forward reaction prediction with 1.9M reactions from USPTO patents (1976-2016). The task is: Predict the product of the given reaction. (1) Given the reactants N#N.[NH:3]1[C:7]2[CH:8]=[CH:9][CH:10]=[CH:11][C:6]=2[N:5]=[C:4]1[C@H:12]([NH:22][C:23]([N:25]1[CH2:30][CH:29]2[CH2:31][CH:26]1[CH2:27][N:28]2C(OC(C)(C)C)=O)=[O:24])[CH2:13][C:14]1[CH:19]=[CH:18][C:17]([O:20][CH3:21])=[CH:16][CH:15]=1.FC(F)(F)S(O[Si](C(C)(C)C)(C)C)(=O)=O, predict the reaction product. The product is: [NH:3]1[C:7]2[CH:8]=[CH:9][CH:10]=[CH:11][C:6]=2[N:5]=[C:4]1[C@H:12]([NH:22][C:23]([N:25]1[CH2:30][CH:29]2[CH2:31][CH:26]1[CH2:27][NH:28]2)=[O:24])[CH2:13][C:14]1[CH:19]=[CH:18][C:17]([O:20][CH3:21])=[CH:16][CH:15]=1. (2) Given the reactants [OH:1][C:2]1[N:6]([CH3:7])[N:5]=[CH:4][CH:3]=1.[C:8](=O)([O-])[O-:9].[K+].[K+].C(N(CC)CC)C.Br[C:22]1[CH:33]=[CH:32][C:31]([S:34]([CH3:37])(=[O:36])=[O:35])=[C:30]2[C:23]=1[CH2:24][CH:25]1[CH2:29][O:28][N:27]=[C:26]12.[C]=O, predict the reaction product. The product is: [OH:1][C:2]1[N:6]([CH3:7])[N:5]=[CH:4][C:3]=1[C:8]([C:22]1[CH:33]=[CH:32][C:31]([S:34]([CH3:37])(=[O:36])=[O:35])=[C:30]2[C:23]=1[CH2:24][CH:25]1[CH2:29][O:28][N:27]=[C:26]12)=[O:9]. (3) Given the reactants [N:1]1([C:5]([C:7]2[CH:12]=[CH:11][C:10]([O:13][C:14]3[CH:15]=[C:16]([CH:26]=[C:27]([O:29][CH:30]([CH2:33][F:34])[CH2:31][F:32])[CH:28]=3)[C:17]([NH:19][C:20]3[CH:24]=[CH:23][N:22]([CH3:25])[N:21]=3)=[O:18])=[C:9](Cl)[CH:8]=2)=[O:6])[CH2:4][CH2:3][CH2:2]1.C(N(CC)CC)C, predict the reaction product. The product is: [N:1]1([C:5]([C:7]2[CH:12]=[CH:11][C:10]([O:13][C:14]3[CH:15]=[C:16]([CH:26]=[C:27]([O:29][CH:30]([CH2:31][F:32])[CH2:33][F:34])[CH:28]=3)[C:17]([NH:19][C:20]3[CH:24]=[CH:23][N:22]([CH3:25])[N:21]=3)=[O:18])=[CH:9][CH:8]=2)=[O:6])[CH2:2][CH2:3][CH2:4]1. (4) Given the reactants Cl[C:2]1[N:7]=[CH:6][C:5]([C:8]([O:10][C:11]([CH3:14])([CH3:13])[CH3:12])=[O:9])=[CH:4][CH:3]=1.O.[NH2:16][NH2:17], predict the reaction product. The product is: [NH:16]([C:2]1[N:7]=[CH:6][C:5]([C:8]([O:10][C:11]([CH3:14])([CH3:13])[CH3:12])=[O:9])=[CH:4][CH:3]=1)[NH2:17]. (5) Given the reactants [F:1][C:2]1[C:7]2[CH2:8][CH2:9][CH:10]([N:19]3C=C(C4C=CC(C5C=CN=CC=5)=CC=4F)[N:21]=[N:20]3)[C:11](=[O:18])[N:12]([CH2:13][C:14]([F:17])([F:16])[F:15])[C:6]=2[CH:5]=[CH:4][CH:3]=1.[C:37]([C:39]1[CH:44]=[CH:43][C:42]([C:45]2[O:49][N:48]=[C:47]([CH3:50])[N:46]=2)=[CH:41][C:40]=1[O:51][CH3:52])#[CH:38], predict the reaction product. The product is: [F:1][C:2]1[C:7]2[CH2:8][CH2:9][CH:10]([N:19]3[CH:38]=[C:37]([C:39]4[CH:44]=[CH:43][C:42]([C:45]5[O:49][N:48]=[C:47]([CH3:50])[N:46]=5)=[CH:41][C:40]=4[O:51][CH3:52])[N:21]=[N:20]3)[C:11](=[O:18])[N:12]([CH2:13][C:14]([F:15])([F:16])[F:17])[C:6]=2[CH:5]=[CH:4][CH:3]=1.